This data is from Full USPTO retrosynthesis dataset with 1.9M reactions from patents (1976-2016). The task is: Predict the reactants needed to synthesize the given product. (1) The reactants are: [NH2:1][C:2]1[C:7]([C:8]([O:10][CH2:11][CH3:12])=[O:9])=[C:6]([CH3:13])[N:5]=[C:4]2[S:14][CH:15]=[C:16]([CH3:17])[C:3]=12.[Br:18]N1C(=O)CCC1=O. Given the product [NH2:1][C:2]1[C:7]([C:8]([O:10][CH2:11][CH3:12])=[O:9])=[C:6]([CH3:13])[N:5]=[C:4]2[S:14][C:15]([Br:18])=[C:16]([CH3:17])[C:3]=12, predict the reactants needed to synthesize it. (2) Given the product [IH:14].[CH3:15][N:16]([CH3:18])[CH2:17][CH2:1][C:2]([C:4]1[CH:9]=[CH:8][CH:7]=[C:6]([C:10]([F:11])([F:12])[F:13])[CH:5]=1)=[O:3], predict the reactants needed to synthesize it. The reactants are: [CH3:1][C:2]([C:4]1[CH:9]=[CH:8][CH:7]=[C:6]([C:10]([F:13])([F:12])[F:11])[CH:5]=1)=[O:3].[I-:14].[CH3:15][N+:16](=[CH2:18])[CH3:17].Cl. (3) Given the product [Br:16][CH2:17][C:18]([NH:2][C@H:3]([C:8]([O:10][CH:11]1[CH2:12][CH2:13][CH2:14][CH2:15]1)=[O:9])[CH2:4][CH:5]([CH3:7])[CH3:6])=[O:19], predict the reactants needed to synthesize it. The reactants are: Cl.[NH2:2][C@H:3]([C:8]([O:10][CH:11]1[CH2:15][CH2:14][CH2:13][CH2:12]1)=[O:9])[CH2:4][CH:5]([CH3:7])[CH3:6].[Br:16][CH2:17][C:18](Cl)=[O:19].